This data is from Reaction yield outcomes from USPTO patents with 853,638 reactions. The task is: Predict the reaction yield, written as a fraction of the theoretical maximum amount of product (1.0 means a 100% yield; for example, 0.34 means a 34% yield). (1) The reactants are [NH2:1][C@@H:2]1[CH2:11][C:10]2[C:5](=[C:6]([S:14]([NH:17][C:18]3[CH:23]=[CH:22][CH:21]=[CH:20][CH:19]=3)(=[O:16])=[O:15])[CH:7]=[CH:8][C:9]=2[O:12][CH3:13])[O:4][CH2:3]1.C(N(CC)CC)C.Cl[C:32]([O:34][CH2:35][CH3:36])=[O:33]. The catalyst is ClCCl. The product is [NH:17]([S:14]([C:6]1[CH:7]=[CH:8][C:9]([O:12][CH3:13])=[C:10]2[C:5]=1[O:4][CH2:3][C@H:2]([NH:1][C:32](=[O:33])[O:34][CH2:35][CH3:36])[CH2:11]2)(=[O:15])=[O:16])[C:18]1[CH:19]=[CH:20][CH:21]=[CH:22][CH:23]=1. The yield is 0.710. (2) The reactants are [CH3:1][C:2]1[CH:10]=[CH:9][C:5]2[N:6]=[CH:7][NH:8][C:4]=2[CH:3]=1.[N+:11]([O-])([OH:13])=[O:12]. No catalyst specified. The product is [CH3:1][C:2]1[C:10]([N+:11]([O-:13])=[O:12])=[CH:9][C:5]2[N:6]=[CH:7][NH:8][C:4]=2[CH:3]=1. The yield is 0.170. (3) The product is [O:14]=[C:13]([N:15]1[CH2:16][CH2:17][N:18]([C:21](=[O:32])[C:22]2[CH:27]=[CH:26][CH:25]=[CH:24][C:23]=2[C:28]([F:31])([F:29])[F:30])[CH2:19][CH2:20]1)[CH2:12][NH:11][C:66]([C:56]1[CH:57]=[N:58][N:59]([C:60]2[CH:65]=[CH:64][CH:63]=[CH:62][CH:61]=2)[C:55]=1[CH3:54])=[O:67]. The catalyst is CN(C=O)C.O. The reactants are CCN(C(C)C)C(C)C.Cl.[NH2:11][CH2:12][C:13]([N:15]1[CH2:20][CH2:19][N:18]([C:21](=[O:32])[C:22]2[CH:27]=[CH:26][CH:25]=[CH:24][C:23]=2[C:28]([F:31])([F:30])[F:29])[CH2:17][CH2:16]1)=[O:14].C1C=CC2N(O)N=NC=2C=1.CCN=C=NCCCN(C)C.[CH3:54][C:55]1[N:59]([C:60]2[CH:65]=[CH:64][CH:63]=[CH:62][CH:61]=2)[N:58]=[CH:57][C:56]=1[C:66](O)=[O:67]. The yield is 0.117. (4) The reactants are [N+:1]([CH2:4][CH:5]1[C:12]2[CH:11]=[CH:10][S:9][C:8]=2[C:7](=O)[CH2:6]1)([O-])=O.[H-].[H-].[H-].[H-].[Li+].[Al+3]. The catalyst is C1COCC1. The product is [S:9]1[CH:10]=[CH:11][C:12]2[CH:5]([CH2:4][NH2:1])[CH2:6][CH2:7][C:8]1=2. The yield is 0.720. (5) The reactants are Br[C:2]1[CH:6]=[CH:5][S:4][C:3]=1[C:7]1[S:8][CH:9]=[CH:10][CH:11]=1.C([Li])CCC.C([O:19][C:20](=[O:26])[CH2:21][CH2:22][C:23]([CH3:25])=O)C. The yield is 0.280. The catalyst is C(OCC)C. The product is [S:4]1[CH:5]=[CH:6][C:2]([C:23]2([CH3:25])[O:26][C:20](=[O:19])[CH2:21][CH2:22]2)=[C:3]1[C:7]1[S:8][CH:9]=[CH:10][CH:11]=1.